Dataset: Forward reaction prediction with 1.9M reactions from USPTO patents (1976-2016). Task: Predict the product of the given reaction. Given the reactants [CH3:1][O-:2].[Na+].[O:4]1C2C=CC=CC=2N[C:6](=O)[CH2:5]1.[CH3:15][N:16](C)[C:17]1C=C[C:20]([CH:21]=[O:22])=CC=1, predict the reaction product. The product is: [CH2:5]([OH:4])[CH3:6].[CH3:15][N:16]([CH:1]=[O:2])[CH3:17].[CH2:21]([OH:22])[CH3:20].